Regression. Given two drug SMILES strings and cell line genomic features, predict the synergy score measuring deviation from expected non-interaction effect. From a dataset of NCI-60 drug combinations with 297,098 pairs across 59 cell lines. Drug 1: C1CCC(C(C1)N)N.C(=O)(C(=O)[O-])[O-].[Pt+4]. Drug 2: CCC1(C2=C(COC1=O)C(=O)N3CC4=CC5=C(C=CC(=C5CN(C)C)O)N=C4C3=C2)O.Cl. Cell line: SN12C. Synergy scores: CSS=45.0, Synergy_ZIP=-8.62, Synergy_Bliss=-7.80, Synergy_Loewe=-30.6, Synergy_HSA=-4.09.